This data is from Reaction yield outcomes from USPTO patents with 853,638 reactions. The task is: Predict the reaction yield, written as a fraction of the theoretical maximum amount of product (1.0 means a 100% yield; for example, 0.34 means a 34% yield). (1) The reactants are [H-].[Al+3].[Li+].[H-].[H-].[H-].C[O:8][C:9](=O)[C:10]1[CH:15]=[C:14]([C:16]([F:19])([F:18])[F:17])[CH:13]=[C:12]([NH2:20])[CH:11]=1.C(OCC)C. The catalyst is C1COCC1. The product is [NH2:20][C:12]1[CH:11]=[C:10]([CH2:9][OH:8])[CH:15]=[C:14]([C:16]([F:17])([F:18])[F:19])[CH:13]=1. The yield is 1.00. (2) The reactants are [F:1][C:2]1[C:7]2[NH:8][CH:9]=[N:10][C:6]=2[CH:5]=[C:4]([C:11]([OH:13])=O)[C:3]=1[NH:14][C:15]1[CH:20]=[CH:19][C:18]([Br:21])=[CH:17][C:16]=1[CH3:22].CCN(C(C)C)C(C)C.C1CN([P+](ON2N=NC3C=[CH:53][CH:54]=[CH:55][C:50]2=3)(N2CCCC2)N2CCCC2)CC1.F[P-](F)(F)(F)(F)F.Cl.C1([N:69](C)[OH:70])CC1. The catalyst is C1COCC1.C(Cl)Cl. The product is [CH:54]1([CH2:53][O:70][NH:69][C:11]([C:4]2[C:3]([NH:14][C:15]3[CH:20]=[CH:19][C:18]([Br:21])=[CH:17][C:16]=3[CH3:22])=[C:2]([F:1])[C:7]3[NH:8][CH:9]=[N:10][C:6]=3[CH:5]=2)=[O:13])[CH2:55][CH2:50]1. The yield is 0.450. (3) The yield is 0.960. The reactants are [Cl:1][C:2]1[C:7](I)=[CH:6][C:5]([NH:9][CH:10]([CH3:30])[C:11]([N:13]2[CH2:18][CH2:17][N:16]([CH:19]3[CH2:22][N:21]([C:23]([O:25][C:26]([CH3:29])([CH3:28])[CH3:27])=[O:24])[CH2:20]3)[CH2:15][CH2:14]2)=[O:12])=[C:4]([O:31][CH3:32])[CH:3]=1.[Br-].[CH:34]1([Zn+])[CH2:37][CH2:36][CH2:35]1.COC1C=CC=C(OC)C=1C1C=CC=CC=1P(C1CCCCC1)C1CCCCC1. The product is [Cl:1][C:2]1[C:7]([CH:34]2[CH2:37][CH2:36][CH2:35]2)=[CH:6][C:5]([NH:9][CH:10]([CH3:30])[C:11]([N:13]2[CH2:18][CH2:17][N:16]([CH:19]3[CH2:22][N:21]([C:23]([O:25][C:26]([CH3:29])([CH3:28])[CH3:27])=[O:24])[CH2:20]3)[CH2:15][CH2:14]2)=[O:12])=[C:4]([O:31][CH3:32])[CH:3]=1. The catalyst is C1COCC1.CC(O)=O.CC(O)=O.[Pd]. (4) The reactants are C([O-])([O-])=O.[K+].[K+].N#N.[CH3:9][C:10]1[N:11]([CH:32]([CH:34]2[CH2:39][CH2:38][O:37][CH2:36][CH2:35]2)[CH3:33])[C:12]2[C:17]([C:18]=1[C:19]([O:21][CH3:22])=[O:20])=[CH:16][CH:15]=[C:14](B1OC(C)(C)C(C)(C)O1)[CH:13]=2.Br[C:41]1[CH:42]=[N:43][CH:44]=[CH:45][CH:46]=1. The catalyst is O1CCOCC1.CCOC(C)=O.C1C=CC(P(C2C=CC=CC=2)[C-]2C=CC=C2)=CC=1.C1C=CC(P(C2C=CC=CC=2)[C-]2C=CC=C2)=CC=1.Cl[Pd]Cl.[Fe+2].C(Cl)Cl.O. The product is [CH3:9][C:10]1[N:11]([CH:32]([CH:34]2[CH2:39][CH2:38][O:37][CH2:36][CH2:35]2)[CH3:33])[C:12]2[C:17]([C:18]=1[C:19]([O:21][CH3:22])=[O:20])=[CH:16][CH:15]=[C:14]([C:41]1[CH:42]=[N:43][CH:44]=[CH:45][CH:46]=1)[CH:13]=2. The yield is 0.359. (5) The reactants are O[CH:2]1[C:11]2[C:6](=[CH:7][CH:8]=[C:9]([C:12]#[N:13])[CH:10]=2)[NH:5][CH:4]([C:14]2[CH:19]=[CH:18][CH:17]=[C:16]([N+:20]([O-:22])=[O:21])[CH:15]=2)[C:3]1([CH3:24])[CH3:23].FC(F)(F)C(O)=O. The catalyst is C([SiH](CC)CC)C. The product is [CH3:23][C:3]1([CH3:24])[CH2:2][C:11]2[C:6](=[CH:7][CH:8]=[C:9]([C:12]#[N:13])[CH:10]=2)[NH:5][CH:4]1[C:14]1[CH:19]=[CH:18][CH:17]=[C:16]([N+:20]([O-:22])=[O:21])[CH:15]=1. The yield is 0.160. (6) The product is [CH2:6]([O:8][C:9](=[O:26])[CH:10]([C:15]1[CH:16]=[C:17]([C:22]([F:25])([F:24])[F:23])[C:18]([OH:33])=[C:19]([N+:27]([O-:29])=[O:28])[CH:20]=1)[CH2:11][CH:12]([CH3:14])[CH3:13])[CH3:7]. The yield is 0.310. The catalyst is O.C(OCC)C. The reactants are S(=O)(=O)(O)O.[CH2:6]([O:8][C:9](=[O:26])[CH:10]([C:15]1[CH:20]=[CH:19][C:18](N)=[C:17]([C:22]([F:25])([F:24])[F:23])[CH:16]=1)[CH2:11][CH:12]([CH3:14])[CH3:13])[CH3:7].[N:27]([O-:29])=[O:28].[Na+].NC(N)=[O:33].